From a dataset of Reaction yield outcomes from USPTO patents with 853,638 reactions. Predict the reaction yield, written as a fraction of the theoretical maximum amount of product (1.0 means a 100% yield; for example, 0.34 means a 34% yield). (1) The reactants are Cl.[NH2:2][C:3]1[S:7][C:6]([C:8]([O:10][CH2:11][CH3:12])=[O:9])=[C:5]([CH3:13])[CH:4]=1.C(=O)(O)[O-].[Na+]. The catalyst is ClCCl. The product is [NH2:2][C:3]1[S:7][C:6]([C:8]([O:10][CH2:11][CH3:12])=[O:9])=[C:5]([CH3:13])[CH:4]=1. The yield is 0.980. (2) The reactants are [OH:1][C:2]1[CH:7]=[CH:6][C:5]([OH:8])=[CH:4][C:3]=1[C:9]([C:11]1[CH:16]=[CH:15][C:14](O)=[CH:13][CH:12]=1)=[O:10].IC.[C:20](=[O:23])([O-])[O-].[K+].[K+].[CH3:26]C(C)=O. The catalyst is O. The product is [OH:1][C:2]1[CH:7]=[CH:6][C:5]([O:8][CH3:26])=[CH:4][C:3]=1[C:9]([C:11]1[CH:16]=[CH:15][C:14]([O:23][CH3:20])=[CH:13][CH:12]=1)=[O:10]. The yield is 0.600. (3) The reactants are [CH3:1][O:2][C:3]1[C:12]([NH:13][C:14](=[O:22])OC2C=CC=CC=2)=[N:11][C:10]2[C:5](=[CH:6][CH:7]=[CH:8][CH:9]=2)[N:4]=1.[CH3:23][S:24][C:25]1[CH:30]=[CH:29][CH:28]=[CH:27][C:26]=1[N:31]1[CH2:36][CH2:35][NH:34][CH2:33][CH2:32]1. No catalyst specified. The product is [CH3:1][O:2][C:3]1[C:12]([NH:13][C:14]([N:34]2[CH2:33][CH2:32][N:31]([C:26]3[CH:27]=[CH:28][CH:29]=[CH:30][C:25]=3[S:24][CH3:23])[CH2:36][CH2:35]2)=[O:22])=[N:11][C:10]2[C:5](=[CH:6][CH:7]=[CH:8][CH:9]=2)[N:4]=1. The yield is 0.698. (4) The reactants are [CH3:1][N:2]1[C:6]([CH:7]=O)=[CH:5][N:4]=[CH:3]1.[NH:9]1[CH:13]=[CH:12][CH:11]=[CH:10]1. The catalyst is C(O)(=O)CC. The product is [CH3:1][N:2]1[C:6]([C:7]2[C:13]3[NH:9][C:10]([C:7]([C:6]4[N:2]([CH3:1])[CH:3]=[N:4][CH:5]=4)=[C:10]4[N:9]=[C:13]([C:7]([C:6]5[N:2]([CH3:1])[CH:3]=[N:4][CH:5]=5)=[C:10]5[NH:9][C:13](=[C:7]([C:6]6[N:2]([CH3:1])[CH:3]=[N:4][CH:5]=6)[C:10]6[CH:11]=[CH:12][C:13]=2[N:9]=6)[CH:12]=[CH:11]5)[CH:12]=[CH:11]4)=[CH:11][CH:12]=3)=[CH:5][N:4]=[CH:3]1. The yield is 0.210. (5) The reactants are [O:1]1[C:5]2[CH:6]=[CH:7][CH:8]=[CH:9][C:4]=2[C:3]([CH2:10][C:11]([OH:13])=O)=[N:2]1.C(N=C=NCCCN(C)C)C.[Cl:25][C:26]1[CH:31]=[CH:30][C:29]([S:32]([NH2:35])(=[O:34])=[O:33])=[CH:28][CH:27]=1. The catalyst is C(Cl)Cl.CN(C)C1C=CN=CC=1. The product is [O:1]1[C:5]2[CH:6]=[CH:7][CH:8]=[CH:9][C:4]=2[C:3]([CH2:10][C:11]([NH:35][S:32]([C:29]2[CH:28]=[CH:27][C:26]([Cl:25])=[CH:31][CH:30]=2)(=[O:34])=[O:33])=[O:13])=[N:2]1. The yield is 0.470.